From a dataset of Catalyst prediction with 721,799 reactions and 888 catalyst types from USPTO. Predict which catalyst facilitates the given reaction. (1) Reactant: FC1C=[C:22]([C@H:23]2CCCN2C2C=CN3[N:20]=[CH:21][C:22]([C:23](O)=O)=C3N=2)[C:21](C)=[N:20]C=1.[CH2:26]([C:28]1[C:33]([C@H:34]2[CH2:38][CH2:37][CH2:36][N:35]2[C:39]2[CH:44]=[CH:43][N:42]3[N:45]=[CH:46][C:47]([C:48](O)=[O:49])=[C:41]3[N:40]=2)=[CH:32][C:31]([F:51])=[CH:30][N:29]=1)[CH3:27].CCN=C=NCCCN(C)C.C1C=CC2N(O)N=NC=2C=1. Product: [CH:21]1([NH:20][C:48]([C:47]2[CH:46]=[N:45][N:42]3[CH:43]=[CH:44][C:39]([N:35]4[CH2:36][CH2:37][CH2:38][CH:34]4[C:33]4[C:28]([CH2:26][CH3:27])=[N:29][CH:30]=[C:31]([F:51])[CH:32]=4)=[N:40][C:41]=23)=[O:49])[CH2:22][CH2:23]1. The catalyst class is: 2. (2) Reactant: [Cl:1][C:2]1[CH:3]=[C:4]([C:17]2[C:18]([OH:24])=[CH:19][CH:20]=[C:21]([F:23])[CH:22]=2)[CH:5]=[CH:6][C:7]=1[C:8]([N:10]1[CH2:14][CH2:13][CH2:12][C:11]1([CH3:16])[CH3:15])=[O:9].CC1C=CC(S(O[C@H:36]([CH3:41])[C:37]([O:39][CH3:40])=[O:38])(=O)=O)=CC=1.C(=O)([O-])[O-].[K+].[K+]. Product: [Cl:1][C:2]1[CH:3]=[C:4]([C:17]2[CH:22]=[C:21]([F:23])[CH:20]=[CH:19][C:18]=2[O:24][C@@H:36]([CH3:41])[C:37]([O:39][CH3:40])=[O:38])[CH:5]=[CH:6][C:7]=1[C:8]([N:10]1[CH2:14][CH2:13][CH2:12][C:11]1([CH3:16])[CH3:15])=[O:9]. The catalyst class is: 23. (3) Reactant: [O:1]1[CH2:5][CH2:4][CH2:3][CH2:2]1.[NH:6]1[C:14]2[C:9](=[CH:10][CH:11]=[CH:12][CH:13]=2)[C:8]([CH2:15][C:16]([NH2:18])=[O:17])=[CH:7]1. Product: [C:8]1([C:15]2[C:16](=[O:17])[NH:18][C:5](=[O:1])[C:4]=2[C:3]2[C:9]3[C:14](=[CH:13][CH:12]=[CH:11][CH:10]=3)[NH:6][CH:2]=2)[C:9]2=[C:14]3[C:13](=[CH:12][CH:11]=[CH:10]2)[CH2:15][CH2:8][CH2:7][N:6]3[CH:7]=1. The catalyst class is: 282. (4) Reactant: [CH:1]1[C:14]2[C:5](=[N:6][CH:7]=[C:8]3[C:13]=2[CH:12]=[CH:11][CH:10]=[CH:9]3)[CH:4]=[CH:3][CH:2]=1.[CH3:15][Li].[CH3:17][O:18][C:19]1[CH:24]=[CH:23][C:22]([S:25](Cl)(=[O:27])=[O:26])=[CH:21][CH:20]=1.[OH-].[Na+]. Product: [CH3:17][O:18][C:19]1[CH:24]=[CH:23][C:22]([S:25]([N:6]2[CH:7]([CH3:15])[C:8]3[C:13](=[CH:12][CH:11]=[CH:10][CH:9]=3)[C:14]3[CH:1]=[CH:2][CH:3]=[CH:4][C:5]2=3)(=[O:27])=[O:26])=[CH:21][CH:20]=1. The catalyst class is: 27.